This data is from Peptide-MHC class I binding affinity with 185,985 pairs from IEDB/IMGT. The task is: Regression. Given a peptide amino acid sequence and an MHC pseudo amino acid sequence, predict their binding affinity value. This is MHC class I binding data. (1) The peptide sequence is DISDVKVLAA. The MHC is HLA-A02:01 with pseudo-sequence HLA-A02:01. The binding affinity (normalized) is 0. (2) The peptide sequence is SVRDRLARL. The MHC is HLA-A26:01 with pseudo-sequence HLA-A26:01. The binding affinity (normalized) is 0.386. (3) The peptide sequence is QVKRREGMF. The MHC is HLA-B35:01 with pseudo-sequence HLA-B35:01. The binding affinity (normalized) is 0.0847. (4) The peptide sequence is PTPVNIIGRNL. The MHC is HLA-A26:01 with pseudo-sequence HLA-A26:01. The binding affinity (normalized) is 0. (5) The peptide sequence is ALVEICTEM. The MHC is HLA-A01:01 with pseudo-sequence HLA-A01:01. The binding affinity (normalized) is 0.